From a dataset of Full USPTO retrosynthesis dataset with 1.9M reactions from patents (1976-2016). Predict the reactants needed to synthesize the given product. (1) Given the product [O:12]1[CH2:13][CH2:14][CH2:15][CH2:16][CH:11]1[N:7]1[C:8]2[C:4](=[CH:3][C:2]([C:47]([C:49]([F:52])([F:51])[F:50])=[CH2:48])=[CH:10][CH:9]=2)[C:5]([C:17]2[N:22]=[C:21]([O:23][C@H:24]3[CH2:31][N:30]([C:32]([O:34][C:35]([CH3:37])([CH3:38])[CH3:36])=[O:33])[CH2:29][CH2:28][C:25]43[CH2:26][CH2:27]4)[CH:20]=[N:19][CH:18]=2)=[N:6]1, predict the reactants needed to synthesize it. The reactants are: Br[C:2]1[CH:3]=[C:4]2[C:8](=[CH:9][CH:10]=1)[N:7]([CH:11]1[CH2:16][CH2:15][CH2:14][CH2:13][O:12]1)[N:6]=[C:5]2[C:17]1[N:22]=[C:21]([O:23][C@H:24]2[CH2:31][N:30]([C:32]([O:34][C:35]([CH3:38])([CH3:37])[CH3:36])=[O:33])[CH2:29][CH2:28][C:25]32[CH2:27][CH2:26]3)[CH:20]=[N:19][CH:18]=1.CC1(C)CC(C)OB([C:47]([C:49]([F:52])([F:51])[F:50])=[CH2:48])O1.C1(P(C2CCCCC2)C2C=CC=CC=2C2C(C(C)C)=CC(C(C)C)=CC=2C(C)C)CCCCC1.P([O-])([O-])([O-])=O.[K+].[K+].[K+]. (2) Given the product [C:51]([C:41]1[CH:40]=[C:39]([NH:38][C:36](=[O:37])[NH:35][C:28]2[C:29]3[C:34](=[CH:33][CH:32]=[CH:31][CH:30]=3)[C:25]([O:24][C:22]3[CH:21]=[CH:20][N:19]=[C:18]([NH:17][C:6](=[O:8])[CH2:5][S:2]([CH3:1])(=[O:4])=[O:3])[CH:23]=3)=[CH:26][CH:27]=2)[N:43]([C:44]2[CH:49]=[CH:48][C:47]([CH3:50])=[CH:46][CH:45]=2)[N:42]=1)([CH3:54])([CH3:53])[CH3:52], predict the reactants needed to synthesize it. The reactants are: [CH3:1][S:2]([CH2:5][C:6]([OH:8])=O)(=[O:4])=[O:3].ClC(N(C)C)=C(C)C.[NH2:17][C:18]1[CH:23]=[C:22]([O:24][C:25]2[C:34]3[C:29](=[CH:30][CH:31]=[CH:32][CH:33]=3)[C:28]([NH:35][C:36]([NH:38][C:39]3[N:43]([C:44]4[CH:49]=[CH:48][C:47]([CH3:50])=[CH:46][CH:45]=4)[N:42]=[C:41]([C:51]([CH3:54])([CH3:53])[CH3:52])[CH:40]=3)=[O:37])=[CH:27][CH:26]=2)[CH:21]=[CH:20][N:19]=1.CCN(C(C)C)C(C)C.N. (3) Given the product [CH3:1][O:2][C:3]([C:5]1[S:6][C:7]([C:15]2[CH:20]=[CH:19][CH:18]=[CH:17][CH:16]=2)=[CH:8][C:9]=1[NH:10][CH:11]([CH3:14])[CH2:12][N:47]=[N+:48]=[N-:49])=[O:4], predict the reactants needed to synthesize it. The reactants are: [CH3:1][O:2][C:3]([C:5]1[S:6][C:7]([C:15]2[CH:20]=[CH:19][CH:18]=[CH:17][CH:16]=2)=[CH:8][C:9]=1[NH:10][CH:11]([CH3:14])[CH2:12]O)=[O:4].C(OC([N+](C(OCC)=O)=[N-])=O)C.C1(P([N:47]=[N+:48]=[N-:49])(C2C=CC=CC=2)=O)C=CC=CC=1.P. (4) Given the product [N:22]1[CH:23]=[CH:24][C:19]([C:17]2[CH:16]=[CH:15][C:13]3[N:14]=[C:10]([NH:9][C:5]4[CH:4]=[C:3]([CH2:2][N:25]5[CH2:29][CH2:28][CH2:27][CH2:26]5)[CH:8]=[CH:7][N:6]=4)[S:11][C:12]=3[CH:18]=2)=[CH:20][CH:21]=1, predict the reactants needed to synthesize it. The reactants are: Cl[CH2:2][C:3]1[CH:8]=[CH:7][N:6]=[C:5]([NH:9][C:10]2[S:11][C:12]3[CH:18]=[C:17]([C:19]4[CH:24]=[CH:23][N:22]=[CH:21][CH:20]=4)[CH:16]=[CH:15][C:13]=3[N:14]=2)[CH:4]=1.[NH:25]1[CH2:29][CH2:28][CH2:27][CH2:26]1.CCN(C(C)C)C(C)C. (5) The reactants are: [C:1]([O:5][C:6]([NH:8][C:9]1([C:15]([O:17][CH3:18])=[O:16])[CH2:14][CH2:13][NH:12][CH2:11][CH2:10]1)=[O:7])([CH3:4])([CH3:3])[CH3:2].Cl[C:20]1[N:25]=[CH:24][C:23]([B:26]([OH:28])[OH:27])=[CH:22][N:21]=1. Given the product [C:1]([O:5][C:6]([NH:8][C:9]1([C:15]([O:17][CH3:18])=[O:16])[CH2:14][CH2:13][N:12]([C:20]2[N:25]=[CH:24][C:23]([B:26]([OH:28])[OH:27])=[CH:22][N:21]=2)[CH2:11][CH2:10]1)=[O:7])([CH3:4])([CH3:3])[CH3:2], predict the reactants needed to synthesize it. (6) Given the product [CH2:20]([O:19][Si:15]([O:22][CH2:23][CH3:24])([O:16][CH2:17][CH3:18])[CH2:14][CH2:13][CH2:12][N:6]1[CH:10]=[CH:9][CH:8]=[CH:7]1)[CH3:21], predict the reactants needed to synthesize it. The reactants are: C([Li])CCC.[NH:6]1[CH:10]=[CH:9][CH:8]=[CH:7]1.Cl[CH2:12][CH2:13][CH2:14][Si:15]([O:22][CH2:23][CH3:24])([O:19][CH2:20][CH3:21])[O:16][CH2:17][CH3:18]. (7) Given the product [CH3:32][CH:10]([CH:3]1[C:4]2[C:9](=[CH:8][CH:7]=[CH:6][CH:5]=2)[N:1]([C:15]([O:17][C:18]([CH3:21])([CH3:20])[CH3:19])=[O:16])[CH2:2]1)[C:11]([OH:13])=[O:12], predict the reactants needed to synthesize it. The reactants are: [NH:1]1[C:9]2[C:4](=[CH:5][CH:6]=[CH:7][CH:8]=2)[CH:3]([CH2:10][C:11]([O:13]C)=[O:12])[CH2:2]1.[C:15](O[C:15]([O:17][C:18]([CH3:21])([CH3:20])[CH3:19])=[O:16])([O:17][C:18]([CH3:21])([CH3:20])[CH3:19])=[O:16].O.O1CCC[CH2:32]1.